The task is: Predict the reactants needed to synthesize the given product.. This data is from Retrosynthesis with 50K atom-mapped reactions and 10 reaction types from USPTO. Given the product C[C@H]1C[C@H](N2CCOC2=O)CCN1C(=O)c1nc2c(C(F)(F)F)cc(-c3ccoc3)cn2c1Cl, predict the reactants needed to synthesize it. The reactants are: CC1CC(N2CCOC2=O)CCN1.O=C(O)c1nc2c(C(F)(F)F)cc(-c3ccoc3)cn2c1Cl.